From a dataset of Forward reaction prediction with 1.9M reactions from USPTO patents (1976-2016). Predict the product of the given reaction. (1) Given the reactants [CH3:1][N:2]([CH3:15])[C:3]1[C:12]2[C:7](=[CH:8][CH:9]=[C:10]([CH:13]=O)[CH:11]=2)[N:6]=[CH:5][N:4]=1.[S:16]1[CH2:20][C:19](=[O:21])[NH:18][C:17]1=[O:22], predict the reaction product. The product is: [CH3:1][N:2]([CH3:15])[C:3]1[C:12]2[C:7](=[CH:8][CH:9]=[C:10]([CH:13]=[C:20]3[S:16][C:17](=[O:22])[NH:18][C:19]3=[O:21])[CH:11]=2)[N:6]=[CH:5][N:4]=1. (2) Given the reactants C([O:5][C:6]([C:8]1[N:9]([C:13](=[O:32])[CH2:14][CH2:15][CH2:16][CH2:17][C:18]([N:20]2[CH:24]=[CH:23][CH:22]=[C:21]2[C:25]([O:27]C(C)(C)C)=[O:26])=[O:19])[CH:10]=[CH:11][CH:12]=1)=[O:7])(C)(C)C.FC(F)(F)C(O)=O, predict the reaction product. The product is: [C:25]([C:21]1[N:20]([C:18](=[O:19])[CH2:17][CH2:16][CH2:15][CH2:14][C:13]([N:9]2[CH:10]=[CH:11][CH:12]=[C:8]2[C:6]([OH:7])=[O:5])=[O:32])[CH:24]=[CH:23][CH:22]=1)([OH:27])=[O:26]. (3) Given the reactants [CH:1]1([CH:7]([C:9]2[CH:13]=[C:12]([C:14]3[CH:19]=[CH:18][N:17]=[CH:16][CH:15]=3)[O:11][C:10]=2[CH3:20])O)[CH2:6][CH2:5][CH2:4][CH2:3][CH2:2]1.S(Cl)([Cl:23])=O, predict the reaction product. The product is: [Cl:23][CH:7]([CH:1]1[CH2:6][CH2:5][CH2:4][CH2:3][CH2:2]1)[C:9]1[CH:13]=[C:12]([C:14]2[CH:19]=[CH:18][N:17]=[CH:16][CH:15]=2)[O:11][C:10]=1[CH3:20].